From a dataset of Reaction yield outcomes from USPTO patents with 853,638 reactions. Predict the reaction yield, written as a fraction of the theoretical maximum amount of product (1.0 means a 100% yield; for example, 0.34 means a 34% yield). (1) The reactants are C(C1[S:5]C=CC=1)(=O)C.[S:9]1[CH:13]=[CH:12][CH:11]=[C:10]1[C:14]([CH2:16][C:17]#[N:18])=[O:15].[CH3:19][O:20][C:21]1[CH:26]=[CH:25][C:24]([CH:27]2[S:32][CH2:31][C:30](=O)[CH2:29][S:28]2)=[CH:23][CH:22]=1.N1CCOCC1.[S]. No catalyst specified. The product is [NH2:18][C:17]1[S:5][C:29]2[S:28][CH:27]([C:24]3[CH:25]=[CH:26][C:21]([O:20][CH3:19])=[CH:22][CH:23]=3)[S:32][CH2:31][C:30]=2[C:16]=1[C:14]([C:10]1[S:9][CH:13]=[CH:12][CH:11]=1)=[O:15]. The yield is 0.750. (2) The reactants are Br[C:2]1[CH:3]=[CH:4][C:5]([O:8][C:9]2[CH:14]=[CH:13][C:12]([F:15])=[CH:11][CH:10]=2)=[N:6][CH:7]=1.[O:16]1CCC[CH2:17]1.C([Li])CCC.CN(C)C=O. The catalyst is O. The product is [F:15][C:12]1[CH:13]=[CH:14][C:9]([O:8][C:5]2[N:6]=[CH:7][C:2]([CH:17]=[O:16])=[CH:3][CH:4]=2)=[CH:10][CH:11]=1. The yield is 0.360. (3) The reactants are [CH2:1](Br)[C:2]1[CH:7]=[CH:6][CH:5]=[CH:4][CH:3]=1.[OH:9][C:10]1[CH:11]=[C:12]([CH:15]=[CH:16][C:17]=1[OH:18])[CH:13]=[O:14].C(=O)([O-])[O-].[Cs+].[Cs+]. The catalyst is [I-].C([N+](CCCC)(CCCC)CCCC)CCC.CN(C)C=O. The product is [OH:9][C:10]1[CH:11]=[C:12]([CH:15]=[CH:16][C:17]=1[O:18][CH2:1][C:2]1[CH:7]=[CH:6][CH:5]=[CH:4][CH:3]=1)[CH:13]=[O:14]. The yield is 0.510. (4) The reactants are [N+:1]([CH2:3][C:4]([O:6]C)=O)#[C-:2].[NH:8]1[CH2:12][CH2:11][CH2:10][CH2:9]1. No catalyst specified. The product is [N+:1]([CH2:3][C:4]([N:8]1[CH2:12][CH2:11][CH2:10][CH2:9]1)=[O:6])#[C-:2]. The yield is 0.980. (5) The reactants are [N:1]1([C:6]([O:8][CH2:9][C:10]2[CH:15]=[CH:14][CH:13]=[CH:12][CH:11]=2)=[O:7])[CH2:5][CH:4]=[CH:3][CH2:2]1.C1C=C(Cl)C=C(C(OO)=[O:24])C=1. The catalyst is C(Cl)Cl. The product is [CH:3]12[O:24][CH:4]1[CH2:5][N:1]([C:6]([O:8][CH2:9][C:10]1[CH:15]=[CH:14][CH:13]=[CH:12][CH:11]=1)=[O:7])[CH2:2]2. The yield is 0.910. (6) The catalyst is C1(C)C=CC=CC=1.C(OCC)(=O)C.C1C=CC(P(C2C=CC=CC=2)CCCCP(C2C=CC=CC=2)C2C=CC=CC=2)=CC=1.Cl[Pd]Cl. The product is [CH3:18][O:17][C:15]1[CH:14]=[CH:13][N:12]=[C:11]([C:24]2[CH:25]=[CH:26][C:21]([CH:19]=[O:20])=[CH:22][CH:23]=2)[N:16]=1. The reactants are C([O-])([O-])=O.[Na+].[Na+].C(O)C.Cl[C:11]1[N:16]=[C:15]([O:17][CH3:18])[CH:14]=[CH:13][N:12]=1.[CH:19]([C:21]1[CH:26]=[CH:25][C:24](B(O)O)=[CH:23][CH:22]=1)=[O:20]. The yield is 0.420. (7) The yield is 0.880. The catalyst is [Pd].CCO.CCOC(C)=O. The reactants are C([O:8][C:9]1[C:18]2[C:13](=[CH:14][CH:15]=[C:16]([C:19]3[N:24]=[C:23]([C:25]4[S:26][CH:27]=[CH:28][N:29]=4)[CH:22]=[CH:21][CH:20]=3)[CH:17]=2)[N:12]=[CH:11][CH:10]=1)C1C=CC=CC=1. The product is [S:26]1[CH:27]=[CH:28][N:29]=[C:25]1[C:23]1[N:24]=[C:19]([C:16]2[CH:17]=[C:18]3[C:13](=[CH:14][CH:15]=2)[N:12]=[CH:11][CH:10]=[C:9]3[OH:8])[CH:20]=[CH:21][CH:22]=1. (8) The reactants are C(O)(=O)C.[Br:5][C:6]1[C:11]([CH3:12])=[CH:10][C:9]([N+:13]([O-])=O)=[CH:8][C:7]=1[Cl:16].O.C(=O)(O)[O-].[Na+]. The catalyst is C(O)C.[Fe]. The product is [Br:5][C:6]1[C:11]([CH3:12])=[CH:10][C:9]([NH2:13])=[CH:8][C:7]=1[Cl:16]. The yield is 0.980.